This data is from Full USPTO retrosynthesis dataset with 1.9M reactions from patents (1976-2016). The task is: Predict the reactants needed to synthesize the given product. (1) Given the product [N:1]([C@@H:4]1[C@@H:79]([CH3:80])[O:78][C@H:7]([O:8][C@H:9]2[O:73][C@H:72]([CH3:74])[C@@H:71]([N:75]=[N+:76]=[N-:77])[C@H:62]([O:63][CH2:64][C:65]3[CH:66]=[CH:67][CH:68]=[CH:69][CH:70]=3)[C@@H:10]2[O:11][C@H:12]2[O:57][C@H:56]([CH3:58])[C@@H:55]([N:59]=[N+:60]=[N-:61])[C@H:46]([O:47][CH2:48][C:49]3[CH:50]=[CH:51][CH:52]=[CH:53][CH:54]=3)[C@@H:13]2[O:14][C@@:15]2([CH2:37][CH2:38][CH2:39][CH2:40][CH2:41][C:42]([O:44][CH3:45])=[O:43])[O:32][C@H:31]([CH3:33])[C@@H:30]([N:34]=[N+:35]=[N-:36])[C@H:21]([O:22][CH2:23][C:24]3[CH:25]=[CH:26][CH:27]=[CH:28][CH:29]=3)[C@@H:16]2[OH:17])[C@@H:6]([OH:81])[C@H:5]1[O:82][CH2:83][C:84]1[CH:89]=[CH:88][CH:87]=[CH:86][CH:85]=1)=[N+:2]=[N-:3], predict the reactants needed to synthesize it. The reactants are: [N:1]([C@@H:4]1[C@@H:79]([CH3:80])[O:78][C@H:7]([O:8][C@H:9]2[O:73][C@H:72]([CH3:74])[C@@H:71]([N:75]=[N+:76]=[N-:77])[C@H:62]([O:63][CH2:64][C:65]3[CH:70]=[CH:69][CH:68]=[CH:67][CH:66]=3)[C@@H:10]2[O:11][C@H:12]2[O:57][C@H:56]([CH3:58])[C@@H:55]([N:59]=[N+:60]=[N-:61])[C@H:46]([O:47][CH2:48][C:49]3[CH:54]=[CH:53][CH:52]=[CH:51][CH:50]=3)[C@@H:13]2[O:14][C@@:15]2([CH2:37][CH2:38][CH2:39][CH2:40][CH2:41][C:42]([O:44][CH3:45])=[O:43])[O:32][C@H:31]([CH3:33])[C@@H:30]([N:34]=[N+:35]=[N-:36])[C@H:21]([O:22][CH2:23][C:24]3[CH:29]=[CH:28][CH:27]=[CH:26][CH:25]=3)[C@@H:16]2[O:17]C(=O)C)[C@@H:6]([OH:81])[C@H:5]1[O:82][CH2:83][C:84]1[CH:89]=[CH:88][CH:87]=[CH:86][CH:85]=1)=[N+:2]=[N-:3].C[O-].[Na+]. (2) Given the product [ClH:31].[NH2:22][C@@H:21]1[C@@H:18]2[C@H:19]1[O:20][C:16]1[CH:15]=[CH:14][C:13]([O:12][C:6]3[CH:7]=[CH:8][N:9]=[C:10]4[C:5]=3[CH2:4][CH2:3][C:2](=[O:1])[NH:11]4)=[CH:30][C:17]=12, predict the reactants needed to synthesize it. The reactants are: [O:1]=[C:2]1[NH:11][C:10]2[N:9]=[CH:8][CH:7]=[C:6]([O:12][C:13]3[CH:14]=[CH:15][C:16]4[O:20][C@H:19]5[C@H:21]([NH:22]C(=O)OC(C)(C)C)[C@H:18]5[C:17]=4[CH:30]=3)[C:5]=2[CH2:4][CH2:3]1.[ClH:31].CC(=O)OCC. (3) Given the product [N:5]([C:6]1[CH:7]=[CH:8][C:9]([C:12]2[C:16]([CH3:17])([CH3:18])[O:15][C:14](=[C:19]([C:22]#[N:23])[C:20]#[N:21])[C:13]=2[C:24]#[N:25])=[CH:10][CH:11]=1)=[N+:27]=[N-:28], predict the reactants needed to synthesize it. The reactants are: N([O-])=O.[Na+].[NH2:5][C:6]1[CH:11]=[CH:10][C:9]([C:12]2[C:16]([CH3:18])([CH3:17])[O:15][C:14](=[C:19]([C:22]#[N:23])[C:20]#[N:21])[C:13]=2[C:24]#[N:25])=[CH:8][CH:7]=1.Cl.[N-:27]=[N+:28]=[N-].[Na+]. (4) Given the product [C:1]([OH:10])(=[O:9])[C:2]1[C:3](=[CH:5][CH:6]=[CH:7][CH:8]=1)[OH:4].[CH2:48]([O:47][C:45](=[O:46])[CH2:44][CH2:43][N:42]([C:40]([C:38]1[CH:37]=[CH:36][C:33]2[N:34]([CH3:35])[C:30]([CH2:29][NH:28][C:25]3[CH:26]=[CH:27][C:22]([C:21]([NH:20][C:18]([O:17][CH2:11][CH2:12][CH2:13][CH2:14][CH2:15][CH3:16])=[O:19])=[NH:56])=[CH:23][CH:24]=3)=[N:31][C:32]=2[CH:39]=1)=[O:41])[C:50]1[CH:55]=[CH:54][CH:53]=[CH:52][N:51]=1)[CH3:49], predict the reactants needed to synthesize it. The reactants are: [C:1]([OH:10])(=[O:9])[C:2]1[C:3](=[CH:5][CH:6]=[CH:7][CH:8]=1)[OH:4].[CH2:11]([O:17][C:18]([NH:20][C:21](=[NH:56])[C:22]1[CH:27]=[CH:26][C:25]([NH:28][CH2:29][C:30]2[N:34]([CH3:35])[C:33]3[CH:36]=[CH:37][C:38]([C:40]([N:42]([C:50]4[CH:55]=[CH:54][CH:53]=[CH:52][N:51]=4)[CH2:43][CH2:44][C:45]([O:47][CH2:48][CH3:49])=[O:46])=[O:41])=[CH:39][C:32]=3[N:31]=2)=[CH:24][CH:23]=1)=[O:19])[CH2:12][CH2:13][CH2:14][CH2:15][CH3:16]. (5) Given the product [CH3:43][C:44]([NH:48][C:4]([CH:6]1[CH2:7][CH2:8][N:9]([CH2:12][C:13]2[CH:18]=[CH:17][CH:16]=[C:15]([NH2:19])[CH:14]=2)[CH2:10][CH2:11]1)=[O:5])([CH3:47])[CH2:45][CH3:46], predict the reactants needed to synthesize it. The reactants are: C(O[C:4]([CH:6]1[CH2:11][CH2:10][N:9]([CH2:12][C:13]2[CH:18]=[CH:17][CH:16]=[C:15]([NH:19]C(OC(C)(C)C)=O)[CH:14]=2)[CH2:8][CH2:7]1)=[O:5])C.C(OC(=O)NC1C=CC=C(C=O)C=1)(C)(C)C.[CH3:43][C:44]([NH:48]C(C1CCNCC1)=O)([CH3:47])[CH2:45][CH3:46]. (6) The reactants are: [Cl:1][C:2]1[CH:7]=[CH:6][CH:5]=[CH:4][C:3]=1[C:8]1[N:9]=[C:10]([CH2:13][OH:14])[S:11][CH:12]=1.C(N(CC)CC)C.[CH3:22][S:23](Cl)(=[O:25])=[O:24]. Given the product [CH3:22][S:23]([O:14][CH2:13][C:10]1[S:11][CH:12]=[C:8]([C:3]2[CH:4]=[CH:5][CH:6]=[CH:7][C:2]=2[Cl:1])[N:9]=1)(=[O:25])=[O:24], predict the reactants needed to synthesize it. (7) Given the product [C:35]([CH:19]([CH2:18][C:15]1[CH:14]=[CH:13][C:12]([CH2:11][CH2:10][CH2:9][OH:8])=[CH:17][CH:16]=1)[C:20]([N:22]([CH:32]1[CH2:34][CH2:33]1)[CH2:23][C:24]1[CH:29]=[CH:28][CH:27]=[C:26]([Cl:30])[C:25]=1[Cl:31])=[O:21])#[N:36], predict the reactants needed to synthesize it. The reactants are: [Si]([O:8][CH2:9][CH2:10][CH2:11][C:12]1[CH:17]=[CH:16][C:15]([CH2:18][CH:19]([C:35]#[N:36])[C:20]([N:22]([CH:32]2[CH2:34][CH2:33]2)[CH2:23][C:24]2[CH:29]=[CH:28][CH:27]=[C:26]([Cl:30])[C:25]=2[Cl:31])=[O:21])=[CH:14][CH:13]=1)(C(C)(C)C)(C)C.[F-].C([N+](CCCC)(CCCC)CCCC)CCC.